Task: Predict the reactants needed to synthesize the given product.. Dataset: Full USPTO retrosynthesis dataset with 1.9M reactions from patents (1976-2016) Given the product [Cl:3][C:4]1[CH:5]=[C:6]([NH:11][C:12]2[C:21]3[C:16](=[CH:17][C:18]([O:24][CH2:25][C:26]4[N:30]=[C:29]([CH:31]5[CH2:36][CH2:35][N:34]([CH3:1])[CH2:33][CH2:32]5)[O:28][N:27]=4)=[C:19]([O:22][CH3:23])[CH:20]=3)[N:15]=[CH:14][N:13]=2)[CH:7]=[CH:8][C:9]=1[Cl:10], predict the reactants needed to synthesize it. The reactants are: [CH2:1]=O.[Cl:3][C:4]1[CH:5]=[C:6]([NH:11][C:12]2[C:21]3[C:16](=[CH:17][C:18]([O:24][CH2:25][C:26]4[N:30]=[C:29]([CH:31]5[CH2:36][CH2:35][NH:34][CH2:33][CH2:32]5)[O:28][N:27]=4)=[C:19]([O:22][CH3:23])[CH:20]=3)[N:15]=[CH:14][N:13]=2)[CH:7]=[CH:8][C:9]=1[Cl:10].